This data is from Catalyst prediction with 721,799 reactions and 888 catalyst types from USPTO. The task is: Predict which catalyst facilitates the given reaction. (1) Reactant: [NH2:1][C:2]1[NH:6][N:5]=[C:4]([NH:7][C:8]2[CH:9]=[N:10][CH:11]=[CH:12][CH:13]=2)[C:3]=1[C:14]([NH2:16])=[O:15].[CH:17](=O)[C:18]1[CH:23]=[CH:22][CH:21]=[CH:20][CH:19]=1.N1CCCCC1. Product: [CH:17](=[N:1][C:2]1[NH:6][N:5]=[C:4]([NH:7][C:8]2[CH:9]=[N:10][CH:11]=[CH:12][CH:13]=2)[C:3]=1[C:14]([NH2:16])=[O:15])[C:18]1[CH:23]=[CH:22][CH:21]=[CH:20][CH:19]=1. The catalyst class is: 8. (2) Reactant: [Cl:1][C:2]1[N:3]=[C:4]([C:9]([OH:11])=O)[NH:5][C:6]=1[CH2:7][CH3:8].S(Cl)(Cl)=O.[NH2:16][C:17]1[CH:22]=[CH:21][C:20]([C:23]2[O:24][C:25]([CH2:33][CH3:34])=[C:26]([C:28]([O:30][CH2:31][CH3:32])=[O:29])[N:27]=2)=[CH:19][CH:18]=1. Product: [Cl:1][C:2]1[N:3]=[C:4]([C:9]([NH:16][C:17]2[CH:18]=[CH:19][C:20]([C:23]3[O:24][C:25]([CH2:33][CH3:34])=[C:26]([C:28]([O:30][CH2:31][CH3:32])=[O:29])[N:27]=3)=[CH:21][CH:22]=2)=[O:11])[NH:5][C:6]=1[CH2:7][CH3:8]. The catalyst class is: 17. (3) Reactant: [Cl:1][C:2]1[CH:11]=[CH:10][C:9]2[N:8]=[CH:7][C:6]3[N:12]=[N:13][N:14]([CH:15]4[CH2:20][CH2:19][NH:18][CH2:17][CH2:16]4)[C:5]=3[C:4]=2[N:3]=1.Cl[CH2:22][C:23]([N:25]([CH3:27])[CH3:26])=[O:24].C([O-])([O-])=O.[K+].[K+]. Product: [Cl:1][C:2]1[CH:11]=[CH:10][C:9]2[N:8]=[CH:7][C:6]3[N:12]=[N:13][N:14]([CH:15]4[CH2:20][CH2:19][N:18]([CH2:22][C:23]([N:25]([CH3:27])[CH3:26])=[O:24])[CH2:17][CH2:16]4)[C:5]=3[C:4]=2[N:3]=1. The catalyst class is: 3. (4) Reactant: [C:1]([O:5]C(OC(OC(C)(C)C)=O)=O)(C)(C)C.[CH2:16]([NH:19][C:20]1[N:21]=[C:22]([NH2:30])[C:23]2[S:28][CH:27]=[C:26]([CH3:29])[C:24]=2[N:25]=1)[CH:17]=[CH2:18].[C:31]([NH2:35])([CH3:34])([CH3:33])[CH3:32].C(OCC)(=O)C.CCCCCC. Product: [CH2:16]([NH:19][C:20]1[N:21]=[C:22]([NH:30][C:1](=[O:5])[NH:35][C:31]([CH3:34])([CH3:33])[CH3:32])[C:23]2[S:28][CH:27]=[C:26]([CH3:29])[C:24]=2[N:25]=1)[CH:17]=[CH2:18]. The catalyst class is: 10.